This data is from Reaction yield outcomes from USPTO patents with 853,638 reactions. The task is: Predict the reaction yield, written as a fraction of the theoretical maximum amount of product (1.0 means a 100% yield; for example, 0.34 means a 34% yield). (1) The reactants are [Br:1][C:2]1[CH:10]=[C:6]([C:7]([OH:9])=O)[C:5]([OH:11])=[CH:4][CH:3]=1.[Cl:12][C:13]1[CH:14]=[C:15]([CH:17]=[C:18]([Cl:21])[C:19]=1[Cl:20])[NH2:16]. No catalyst specified. The product is [Br:1][C:2]1[CH:3]=[CH:4][C:5]([OH:11])=[C:6]([CH:10]=1)[C:7]([NH:16][C:15]1[CH:14]=[C:13]([Cl:12])[C:19]([Cl:20])=[C:18]([Cl:21])[CH:17]=1)=[O:9]. The yield is 0.786. (2) The reactants are [CH:1]([C:3]1[CH:16]=[CH:15][C:6]([C:7]([NH:9][C:10]2[N:11]=[N:12][NH:13][N:14]=2)=[O:8])=[CH:5][CH:4]=1)=O.[CH:17]1([C:23]2[CH:29]=[CH:28][C:26]([NH2:27])=[CH:25][CH:24]=2)[CH2:22][CH2:21][CH2:20][CH2:19][CH2:18]1.C(O)(=O)C.C([BH3-])#N.[Na+]. The catalyst is CN(C=O)C.CO. The product is [CH:17]1([C:23]2[CH:24]=[CH:25][C:26]([NH:27][CH2:1][C:3]3[CH:16]=[CH:15][C:6]([C:7]([NH:9][C:10]4[N:11]=[N:12][NH:13][N:14]=4)=[O:8])=[CH:5][CH:4]=3)=[CH:28][CH:29]=2)[CH2:18][CH2:19][CH2:20][CH2:21][CH2:22]1. The yield is 0.835. (3) The reactants are [CH3:1][O:2][C@H:3]1[C@@H:9]2[O:10][CH2:11][C@H:12]([O:13]C(C3C=CC=CC=3)=O)[C@@H:8]2[O:7][C@H:4]1[O:5][CH3:6].[OH-].[Na+].N1C=CC=CC=1.[CH3:30][S:31](Cl)(=[O:33])=[O:32]. The catalyst is CO.C(OCC)(=O)C.ClCCl. The product is [CH3:1][O:2][C@H:3]1[C@@H:9]2[O:10][CH2:11][C@H:12]([O:13][S:31]([CH3:30])(=[O:33])=[O:32])[C@@H:8]2[O:7][C@H:4]1[O:5][CH3:6]. The yield is 0.960. (4) The reactants are [Cl:1][C:2]1[C:7]([CH2:8][CH2:9][C:10]([O:12][C:13](C)(C)C)=[O:11])=[C:6]([C:17]2[CH:22]=[CH:21][CH:20]=[CH:19][C:18]=2[Cl:23])[CH:5]=[C:4]([Cl:24])[N:3]=1.FC(F)(F)C(O)=O. The catalyst is C1(OC)C=CC=CC=1. The product is [Cl:1][C:2]1[C:7]([CH2:8][CH2:9][C:10]([O:12][CH3:13])=[O:11])=[C:6]([C:17]2[CH:22]=[CH:21][CH:20]=[CH:19][C:18]=2[Cl:23])[CH:5]=[C:4]([Cl:24])[N:3]=1. The yield is 0.640. (5) The reactants are [CH2:1]([O:8][C:9]1[CH:18]=[C:17]2[C:12]([C:13](Cl)=[N:14][CH:15]=[N:16]2)=[CH:11][C:10]=1[O:20][CH3:21])[C:2]1[CH:7]=[CH:6][CH:5]=[CH:4][CH:3]=1.Cl.[NH2:23][C:24]1[CH:29]=[CH:28][C:27]([OH:30])=[CH:26][C:25]=1[Cl:31].[OH-].[Na+].C(Cl)(Cl)Cl. The catalyst is [Cl-].C([N+](CCCC)(CCCC)CCCC)CCC.CC(C)=O.O. The product is [CH2:1]([O:8][C:9]1[CH:18]=[C:17]2[C:12]([C:13]([O:30][C:27]3[CH:28]=[CH:29][C:24]([NH2:23])=[C:25]([Cl:31])[CH:26]=3)=[N:14][CH:15]=[N:16]2)=[CH:11][C:10]=1[O:20][CH3:21])[C:2]1[CH:7]=[CH:6][CH:5]=[CH:4][CH:3]=1. The yield is 0.900. (6) The reactants are [CH2:1]([O:3][C:4](=[O:13])[C:5]1[CH:10]=[CH:9][C:8]([OH:11])=[CH:7][C:6]=1[F:12])[CH3:2].C(C1C=C(C)C=C(C(C)(C)C)N=1)(C)(C)C.[F:29][C:30]([F:43])([F:42])[S:31](O[S:31]([C:30]([F:43])([F:42])[F:29])(=[O:33])=[O:32])(=[O:33])=[O:32].C(OCC)(=O)C. The catalyst is ClCCl.CCCCCC. The product is [CH2:1]([O:3][C:4](=[O:13])[C:5]1[CH:10]=[CH:9][C:8]([O:11][S:31]([C:30]([F:43])([F:42])[F:29])(=[O:33])=[O:32])=[CH:7][C:6]=1[F:12])[CH3:2]. The yield is 0.850. (7) The reactants are C(O[C:6]([N:8]1[CH2:13][CH2:12][CH:11]([C:14]2[CH:18]=[C:17]([C:19]3[CH:24]=[CH:23][C:22]([O:25][CH3:26])=[C:21]([O:27][CH3:28])[CH:20]=3)[N:16]([C:29]3[CH:34]=[CH:33][C:32]([O:35][CH3:36])=[CH:31][CH:30]=3)[N:15]=2)[CH2:10][CH2:9]1)=[O:7])(C)(C)C.FC(F)(F)C(O)=O.ClC(Cl)(OC(=O)OC(Cl)(Cl)Cl)Cl.C(N(CC)CC)C.Cl.[CH3:64][NH:65][OH:66]. The catalyst is ClCCl.O1CCCC1. The product is [CH3:28][O:27][C:21]1[CH:20]=[C:19]([C:17]2[N:16]([C:29]3[CH:30]=[CH:31][C:32]([O:35][CH3:36])=[CH:33][CH:34]=3)[N:15]=[C:14]([CH:11]3[CH2:12][CH2:13][N:8]([C:6](=[O:7])[N:65]([OH:66])[CH3:64])[CH2:9][CH2:10]3)[CH:18]=2)[CH:24]=[CH:23][C:22]=1[O:25][CH3:26]. The yield is 0.610. (8) The reactants are [CH3:1][C:2]1[N:7]2[N:8]=[C:9]([CH2:11][CH2:12][C:13]3[N:18]=[CH:17][C:16]([OH:19])=[CH:15][CH:14]=3)[N:10]=[C:6]2[C:5]([CH3:20])=[N:4][CH:3]=1.[N+:21]([O-])([OH:23])=[O:22].[OH-].[Na+]. The catalyst is C(O)(=O)C. The product is [CH3:1][C:2]1[N:7]2[N:8]=[C:9]([CH2:11][CH2:12][C:13]3[N:18]=[C:17]([N+:21]([O-:23])=[O:22])[C:16]([OH:19])=[CH:15][CH:14]=3)[N:10]=[C:6]2[C:5]([CH3:20])=[N:4][CH:3]=1. The yield is 0.700. (9) The reactants are [F:1][C:2]1[C:3]([O:26][CH3:27])=[CH:4][C:5]([CH3:25])=[C:6]([C:8]2[CH:13]=[CH:12][N:11]=[C:10](OS(C(F)(F)F)(=O)=O)[C:9]=2[N+:22]([O-:24])=[O:23])[CH:7]=1.[CH3:28][O:29][CH2:30][C@H:31]([NH2:34])[CH2:32][CH3:33].Cl. No catalyst specified. The product is [F:1][C:2]1[C:3]([O:26][CH3:27])=[CH:4][C:5]([CH3:25])=[C:6]([C:8]2[CH:13]=[CH:12][N:11]=[C:10]([NH:34][C@@H:31]([CH2:30][O:29][CH3:28])[CH2:32][CH3:33])[C:9]=2[N+:22]([O-:24])=[O:23])[CH:7]=1. The yield is 0.370.